From a dataset of Catalyst prediction with 721,799 reactions and 888 catalyst types from USPTO. Predict which catalyst facilitates the given reaction. (1) Product: [Cl:19][C:16]1[CH:15]=[CH:14][C:13]([C:11]([N:10]2[C:9]3[C:4](=[CH:5][C:6]([O:20][CH3:21])=[CH:7][CH:8]=3)[C:3]([CH2:22][C:23]([NH:36][CH2:35][CH2:34][CH2:33][NH:32][C:31](=[O:37])[O:30][C:26]([CH3:28])([CH3:27])[CH3:29])=[O:25])=[C:2]2[CH3:1])=[O:12])=[CH:18][CH:17]=1. Reactant: [CH3:1][C:2]1[N:10]([C:11]([C:13]2[CH:14]=[CH:15][C:16]([Cl:19])=[CH:17][CH:18]=2)=[O:12])[C:9]2[CH:8]=[CH:7][C:6]([O:20][CH3:21])=[CH:5][C:4]=2[C:3]=1[CH2:22][C:23]([OH:25])=O.[C:26]([O:30][C:31](=[O:37])[NH:32][CH2:33][CH2:34][CH2:35][NH2:36])([CH3:29])([CH3:28])[CH3:27].Cl.C(N=C=NCCCN(C)C)C.ON1C2C=CC=CC=2N=N1.C(N(CC)C(C)C)(C)C. The catalyst class is: 9. (2) Reactant: [N+:1]([C:4]1[CH:12]=[C:11]2[C:7]([CH2:8][CH2:9][CH:10]2[NH:13][C:14](=[O:19])[C:15]([F:18])([F:17])[F:16])=[CH:6][CH:5]=1)([O-])=O.C(O)C.Cl. Product: [NH2:1][C:4]1[CH:12]=[C:11]2[C:7]([CH2:8][CH2:9][CH:10]2[NH:13][C:14](=[O:19])[C:15]([F:16])([F:17])[F:18])=[CH:6][CH:5]=1. The catalyst class is: 150. (3) Reactant: Cl[C:2]1[N:7]=[C:6]([Cl:8])[N:5]=[CH:4][N:3]=1.C(N(CC)C(C)C)(C)C.[O:18]1[CH2:23][CH2:22][N:21]([C:24]2[CH:30]=[CH:29][C:27]([NH2:28])=[CH:26][CH:25]=2)[CH2:20][CH2:19]1. Product: [Cl:8][C:6]1[N:5]=[CH:4][N:3]=[C:2]([NH:28][C:27]2[CH:26]=[CH:25][C:24]([N:21]3[CH2:22][CH2:23][O:18][CH2:19][CH2:20]3)=[CH:30][CH:29]=2)[N:7]=1. The catalyst class is: 42. (4) Reactant: [CH2:1]([O:8][C:9]1[C:10](Cl)=[N:11][CH:12]=[C:13]([Br:15])[CH:14]=1)[C:2]1[CH:7]=[CH:6][CH:5]=[CH:4][CH:3]=1.FS([C:21]([F:26])([F:25])C(O)=O)(=O)=O.C([O-])(O)=[O:28].[Na+]. The catalyst class is: 210. Product: [CH2:1]([O:8][C:9]1[C:10](=[O:28])[N:11]([CH:21]([F:26])[F:25])[CH:12]=[C:13]([Br:15])[CH:14]=1)[C:2]1[CH:7]=[CH:6][CH:5]=[CH:4][CH:3]=1.